Predict the reaction yield, written as a fraction of the theoretical maximum amount of product (1.0 means a 100% yield; for example, 0.34 means a 34% yield). From a dataset of Reaction yield outcomes from USPTO patents with 853,638 reactions. The product is [Cl:45][CH:15]1[N:14]([CH2:13][CH2:12][N:5]([CH:3]2[CH2:2][N:1]([C:39](=[O:42])[CH:40]=[CH2:41])[CH2:4]2)[C:6](=[O:11])[C:7]([F:10])([F:8])[F:9])[C:19]2[N:20]=[C:21]([NH:24][CH3:25])[N:22]=[CH:23][C:18]=2[CH:17]=[C:16]1[C:26]1[C:27]([Cl:37])=[C:28]([O:35][CH3:36])[CH:29]=[C:30]([O:33][CH3:34])[C:31]=1[Cl:32]. The yield is 0.740. The reactants are [NH:1]1[CH2:4][CH:3]([N:5]([CH2:12][CH2:13][N:14]2[C:19]3[N:20]=[C:21]([NH:24][CH3:25])[N:22]=[CH:23][C:18]=3[CH:17]=[C:16]([C:26]3[C:31]([Cl:32])=[C:30]([O:33][CH3:34])[CH:29]=[C:28]([O:35][CH3:36])[C:27]=3[Cl:37])[C:15]2=O)[C:6](=[O:11])[C:7]([F:10])([F:9])[F:8])[CH2:2]1.[C:39](Cl)(=[O:42])[CH:40]=[CH2:41].C(Cl)[Cl:45].CO. No catalyst specified.